This data is from Reaction yield outcomes from USPTO patents with 853,638 reactions. The task is: Predict the reaction yield, written as a fraction of the theoretical maximum amount of product (1.0 means a 100% yield; for example, 0.34 means a 34% yield). (1) The reactants are [NH2:1][C@@H:2]([CH2:33][C:34]1[CH:39]=[CH:38][CH:37]=[CH:36][CH:35]=1)[CH2:3][C@H:4]([OH:32])[C@@H:5]([NH:19][C:20]([C@@H:22]([NH:27][C:28](=[O:31])[O:29][CH3:30])[C:23]([CH3:26])([CH3:25])[CH3:24])=[O:21])[CH2:6][C:7]1[CH:12]=[CH:11][C:10]([C:13]2[CH:18]=[CH:17][CH:16]=[CH:15][N:14]=2)=[CH:9][CH:8]=1.[CH3:40][C@@H:41]([CH2:61][CH3:62])[C@H:42]([N:46]1[CH2:50][C:49](=[O:51])[N:48]([CH2:52][C:53]2[CH:58]=[CH:57][CH:56]=[C:55]([CH3:59])[N:54]=2)[C:47]1=[O:60])[C:43](O)=[O:44].CCOP(ON1N=NC2C=CC=CC=2C1=O)(OCC)=O.C(N(CC)C(C)C)(C)C. The catalyst is C1COCC1. The product is [OH:32][C@@H:4]([CH2:3][C@@H:2]([NH:1][C:43](=[O:44])[C@@H:42]([N:46]1[CH2:50][C:49](=[O:51])[N:48]([CH2:52][C:53]2[CH:58]=[CH:57][CH:56]=[C:55]([CH3:59])[N:54]=2)[C:47]1=[O:60])[CH:41]([CH3:40])[CH2:61][CH3:62])[CH2:33][C:34]1[CH:35]=[CH:36][CH:37]=[CH:38][CH:39]=1)[C@@H:5]([NH:19][C:20]([C@@H:22]([NH:27][C:28](=[O:31])[O:29][CH3:30])[C:23]([CH3:25])([CH3:26])[CH3:24])=[O:21])[CH2:6][C:7]1[CH:12]=[CH:11][C:10]([C:13]2[CH:18]=[CH:17][CH:16]=[CH:15][N:14]=2)=[CH:9][CH:8]=1. The yield is 0.640. (2) The reactants are C[O:2][CH:3](OC)[C:4]1[C:9]([O:10][CH3:11])=[N:8][C:7](Cl)=[CH:6][N:5]=1.[CH3:15][Zn]C.O. The catalyst is O1CCCC1.Cl[Ni]1(Cl)[P](C2C=CC=CC=2)(C2C=CC=CC=2)CCC[P]1(C1C=CC=CC=1)C1C=CC=CC=1. The product is [CH3:11][O:10][C:9]1[C:4]([CH:3]=[O:2])=[N:5][CH:6]=[C:7]([CH3:15])[N:8]=1. The yield is 0.610. (3) The reactants are C[O-].[Na+].CO.[C:6]([O:13][CH3:14])(=[O:12])[CH2:7][C:8]([O:10][CH3:11])=[O:9].[C:15]([O:20][CH3:21])(=[O:19])/[CH:16]=[CH:17]/[CH3:18].C(O)(=O)C.[Na+].[Cl-]. The catalyst is CO.O. The product is [CH3:18][CH:17]([CH2:16][C:15]([O:20][CH3:21])=[O:19])[CH:7]([C:6]([O:13][CH3:14])=[O:12])[C:8]([O:10][CH3:11])=[O:9]. The yield is 0.891. (4) The reactants are [CH3:1][N:2]([C:4]([NH:6][C:7]([NH2:9])=[NH:8])=[NH:5])[CH3:3].[ClH:10]. The catalyst is CC(C)=O. The product is [CH3:1][N:2]([C:4]([N:6]=[C:7]([NH2:9])[NH2:8])=[NH:5])[CH3:3].[ClH:10]. The yield is 0.764. (5) The catalyst is ClCCl. The yield is 0.710. The product is [F:15][C:16]([F:27])([F:26])[C:17]([N:1]=[C:2]1[CH:7]=[CH:6][CH:5]=[CH:4][NH:3]1)=[O:18]. The reactants are [NH2:1][C:2]1[CH:7]=[CH:6][CH:5]=[CH:4][N:3]=1.C(N(CC)CC)C.[F:15][C:16]([F:27])([F:26])[C:17](O[C:17](=[O:18])[C:16]([F:27])([F:26])[F:15])=[O:18].